From a dataset of Forward reaction prediction with 1.9M reactions from USPTO patents (1976-2016). Predict the product of the given reaction. (1) Given the reactants Br[C:2]1[CH:3]=[C:4]2[C:8](=[CH:9][CH:10]=1)[C:7](=[O:11])[CH2:6][CH2:5]2.[B:12]1([B:12]2[O:16][C:15]([CH3:18])([CH3:17])[C:14]([CH3:20])([CH3:19])[O:13]2)[O:16][C:15]([CH3:18])([CH3:17])[C:14]([CH3:20])([CH3:19])[O:13]1.C([O-])(=O)C.[K+].O1CCOCC1, predict the reaction product. The product is: [CH3:19][C:14]1([CH3:20])[C:15]([CH3:18])([CH3:17])[O:16][B:12]([C:2]2[CH:3]=[C:4]3[C:8](=[CH:9][CH:10]=2)[C:7](=[O:11])[CH2:6][CH2:5]3)[O:13]1. (2) Given the reactants [Br:1][C:2]1[CH:3]=[N:4][C:5](Cl)=[N:6][CH:7]=1.[C-]#N.[Na+].[N:12]12CCN(CC1)C[CH2:13]2, predict the reaction product. The product is: [Br:1][C:2]1[CH:3]=[N:4][C:5]([C:13]#[N:12])=[N:6][CH:7]=1. (3) Given the reactants [F:1][C:2]([F:38])([F:37])[O:3][C:4]1[CH:9]=[CH:8][C:7]([NH:10][C:11]2[N:16]=[CH:15][C:14]([CH2:17][O:18][C:19]3[CH:36]=[CH:35][C:22]4[N:23]([CH2:27][O:28]CC[Si](C)(C)C)[C:24](=[O:26])[O:25][C:21]=4[CH:20]=3)=[CH:13][N:12]=2)=[CH:6][CH:5]=1.C(O)(C(F)(F)F)=O, predict the reaction product. The product is: [OH:28][CH2:27][N:23]1[C:22]2[CH:35]=[CH:36][C:19]([O:18][CH2:17][C:14]3[CH:13]=[N:12][C:11]([NH:10][C:7]4[CH:8]=[CH:9][C:4]([O:3][C:2]([F:38])([F:1])[F:37])=[CH:5][CH:6]=4)=[N:16][CH:15]=3)=[CH:20][C:21]=2[O:25][C:24]1=[O:26].